This data is from Forward reaction prediction with 1.9M reactions from USPTO patents (1976-2016). The task is: Predict the product of the given reaction. (1) Given the reactants [Cl:1][C:2]1[CH:3]=[C:4]([NH:9][C:10]2[C:19]3[C:14](=[CH:15][C:16]([O:21][CH3:22])=[C:17]([OH:20])[CH:18]=3)[N:13]=[CH:12][N:11]=2)[CH:5]=[CH:6][C:7]=1[F:8].[Cl:23][CH2:24][CH2:25][CH2:26][N:27]1[CH2:32][CH2:31][O:30][CH2:29][CH2:28]1.C([O-])([O-])=O.[K+].[K+].Cl, predict the reaction product. The product is: [CH3:22][O:21][C:16]1[CH:15]=[C:14]2[N:13]=[CH:12][N:11]=[C:10]([NH:9][C:4]3[CH:5]=[CH:6][C:7]([F:8])=[C:2]([Cl:1])[CH:3]=3)[C:19]2=[CH:18][C:17]=1[O:20][CH2:24][CH2:25][CH2:26][N:27]1[CH2:32][CH2:31][O:30][CH2:29][CH2:28]1.[ClH:23]. (2) Given the reactants C([N:8]1[C:17]2[C:12](=[CH:13][C:14]([O:18][C:19](=[O:28])[NH:20][C:21]3[CH:26]=[CH:25][C:24]([Br:27])=[CH:23][CH:22]=3)=[CH:15][CH:16]=2)[CH2:11][CH2:10][CH2:9]1)C1C=CC=CC=1.[H][H], predict the reaction product. The product is: [NH:8]1[C:17]2[C:12](=[CH:13][C:14]([O:18][C:19](=[O:28])[NH:20][C:21]3[CH:26]=[CH:25][C:24]([Br:27])=[CH:23][CH:22]=3)=[CH:15][CH:16]=2)[CH2:11][CH2:10][CH2:9]1. (3) Given the reactants [Br:1][C:2]1[CH:7]=[CH:6][C:5]([NH:8][C:9]([NH:11][CH2:12][CH2:13]Cl)=[O:10])=[C:4]([CH3:15])[CH:3]=1.[H-].[Na+], predict the reaction product. The product is: [Br:1][C:2]1[CH:7]=[CH:6][C:5]([N:8]2[CH2:13][CH2:12][NH:11][C:9]2=[O:10])=[C:4]([CH3:15])[CH:3]=1. (4) Given the reactants Br[C:2]1[CH:3]=[N:4][C:5]2[C:10]([CH:11]=1)=[CH:9][N:8]=[C:7]([Cl:12])[CH:6]=2.[F:13][C:14]1[CH:20]=[C:19]([CH3:21])[C:18](B2OC(C)(C)C(C)(C)O2)=[CH:17][C:15]=1[NH2:16].C([O-])([O-])=O.[K+].[K+], predict the reaction product. The product is: [Cl:12][C:7]1[CH:6]=[C:5]2[C:10]([CH:11]=[C:2]([C:18]3[C:19]([CH3:21])=[CH:20][C:14]([F:13])=[C:15]([CH:17]=3)[NH2:16])[CH:3]=[N:4]2)=[CH:9][N:8]=1. (5) Given the reactants [CH2:1]([O:4][CH2:5][CH2:6][OH:7])[CH:2]=[CH2:3].[CH3:8][N:9]([CH3:25])[N:10]1[C:19]2[C:14](=[CH:15][C:16](I)=[CH:17][CH:18]=2)[C:13](=[O:21])[C:12]([C:22]([OH:24])=[O:23])=[CH:11]1.CCN(CC)CC, predict the reaction product. The product is: [CH3:8][N:9]([CH3:25])[N:10]1[C:19]2[C:14](=[CH:15][C:16]([CH:3]=[CH:2][CH2:1][O:4][CH2:5][CH2:6][OH:7])=[CH:17][CH:18]=2)[C:13](=[O:21])[C:12]([C:22]([OH:24])=[O:23])=[CH:11]1. (6) Given the reactants [CH:1]1[C:6](=[O:7])[C:5]([OH:8])=[CH:4][O:3][C:2]=1[CH2:9][OH:10].C(=O)([O-])[O-].[K+].[K+].[I-].[K+].Br[CH2:20][CH2:21][CH3:22], predict the reaction product. The product is: [OH:10][CH2:9][C:2]1[O:3][CH:4]=[C:5]([O:8][CH2:20][CH2:21][CH3:22])[C:6](=[O:7])[CH:1]=1.